From a dataset of Catalyst prediction with 721,799 reactions and 888 catalyst types from USPTO. Predict which catalyst facilitates the given reaction. (1) Reactant: F[C:2]1[CH:7]=[CH:6][C:5]([N+:8]([O-:10])=[O:9])=[CH:4][C:3]=1[F:11].[NH:12]1[CH2:17][CH2:16][NH:15][CH2:14][CH2:13]1.C([O-])([O-])=O.[K+].[K+]. Product: [F:11][C:3]1[CH:4]=[C:5]([N+:8]([O-:10])=[O:9])[CH:6]=[CH:7][C:2]=1[N:12]1[CH2:17][CH2:16][NH:15][CH2:14][CH2:13]1. The catalyst class is: 10. (2) Reactant: [CH3:1][O:2][C:3]([C:5]1[N:6]=[CH:7][C:8]([N:11]2[CH2:16][CH2:15][N:14]([C:17]3[N:18]=[N:19][C:20](Cl)=[C:21]([CH3:24])[C:22]=3[CH3:23])[CH2:13][C@H:12]2[CH3:26])=[N:9][CH:10]=1)=[O:4].[C:27]1([OH:33])[CH:32]=[CH:31][CH:30]=[CH:29][CH:28]=1.P([O-])([O-])([O-])=O.[K+].[K+].[K+].CC(C1C=C(C(C)C)C(C2C=CC=CC=2P(C2CCCCC2)C2CCCCC2)=C(C(C)C)C=1)C. Product: [CH3:1][O:2][C:3]([C:5]1[N:6]=[CH:7][C:8]([N:11]2[CH2:16][CH2:15][N:14]([C:17]3[N:18]=[N:19][C:20]([O:33][C:27]4[CH:32]=[CH:31][CH:30]=[CH:29][CH:28]=4)=[C:21]([CH3:24])[C:22]=3[CH3:23])[CH2:13][C@H:12]2[CH3:26])=[N:9][CH:10]=1)=[O:4]. The catalyst class is: 164.